This data is from Reaction yield outcomes from USPTO patents with 853,638 reactions. The task is: Predict the reaction yield, written as a fraction of the theoretical maximum amount of product (1.0 means a 100% yield; for example, 0.34 means a 34% yield). (1) The reactants are C([NH:8][C@H:9]([C:20]([OH:22])=[O:21])[CH2:10][CH2:11][CH2:12][NH:13]C(C(F)(F)F)=O)(OC(C)(C)C)=O.N[C@H](C(C(OC)=O)=O)CCCNC(C(F)(F)F)=O.CN1CCOCC1. No catalyst specified. The product is [NH2:8][C@H:9]([C:20]([OH:22])=[O:21])[CH2:10][CH2:11][CH2:12][NH2:13]. The yield is 0.970. (2) The reactants are [CH:1](=[N:8]/[C:9]1[CH:17]=[CH:16][CH:15]=[C:14]2[C:10]=1[CH2:11][O:12][C:13]2=[O:18])\[C:2]1[CH:7]=[CH:6][CH:5]=[CH:4][CH:3]=1.[CH3:19][N:20]1[C:24]([CH:25]=O)=[CH:23][N:22]=[CH:21]1.[O-:27][CH2:28][CH3:29].[Na+].C(O)C. The catalyst is C(OCC)(=O)CC. The product is [CH3:19][N:20]1[C:24]([CH:25]2[C:28](=[O:27])[C:29]3[C:14]([C:13]([O:12][CH2:11][CH3:10])=[O:18])=[CH:15][CH:16]=[CH:17][C:9]=3[NH:8][CH:1]2[C:2]2[CH:3]=[CH:4][CH:5]=[CH:6][CH:7]=2)=[CH:23][N:22]=[CH:21]1. The yield is 0.230. (3) The reactants are Cl[C:2]([O:4][C:5]1[CH:10]=[CH:9][C:8]([N+:11]([O-:13])=[O:12])=[CH:7][CH:6]=1)=[O:3].C(N(C(C)C)CC)(C)C.[CH2:23]([O:25]/[C:26](=[CH:32]\[C:33]1[CH:34]=[N:35][C:36]([C:39]2[CH:44]=[CH:43][CH:42]=[C:41]([NH:45][CH3:46])[CH:40]=2)=[CH:37][CH:38]=1)/[C:27]([O:29][CH2:30][CH3:31])=[O:28])[CH3:24].O. The catalyst is ClCCl. The product is [CH2:23]([O:25]/[C:26](=[CH:32]\[C:33]1[CH:34]=[N:35][C:36]([C:39]2[CH:44]=[CH:43][CH:42]=[C:41]([N:45]([CH3:46])[C:2]([O:4][C:5]3[CH:10]=[CH:9][C:8]([N+:11]([O-:13])=[O:12])=[CH:7][CH:6]=3)=[O:3])[CH:40]=2)=[CH:37][CH:38]=1)/[C:27]([O:29][CH2:30][CH3:31])=[O:28])[CH3:24]. The yield is 1.00. (4) The reactants are Cl.[N:2]1([C:8]2([C:11]([O:13][CH2:14][CH3:15])=[O:12])[CH2:10][CH2:9]2)[CH2:7][CH2:6][NH:5][CH2:4][CH2:3]1.[C:16](=O)([O-])O.[Na+].C=O.C([BH3-])#N.[Na+]. The catalyst is O.CCOC(C)=O. The product is [CH3:16][N:5]1[CH2:4][CH2:3][N:2]([C:8]2([C:11]([O:13][CH2:14][CH3:15])=[O:12])[CH2:10][CH2:9]2)[CH2:7][CH2:6]1. The yield is 0.530. (5) The reactants are [NH2:1][C:2]1[CH:7]=[CH:6][C:5]([Br:8])=[CH:4][N:3]=1.N1C=CC=CC=1.[F:15][C:16]([F:28])([F:27])[C:17]1[CH:22]=[CH:21][C:20]([S:23](Cl)(=[O:25])=[O:24])=[CH:19][CH:18]=1. The catalyst is C(#N)C.CN(C)C1C=CN=CC=1. The product is [Br:8][C:5]1[CH:6]=[CH:7][C:2]([NH:1][S:23]([C:20]2[CH:19]=[CH:18][C:17]([C:16]([F:15])([F:27])[F:28])=[CH:22][CH:21]=2)(=[O:25])=[O:24])=[N:3][CH:4]=1. The yield is 0.848. (6) The reactants are [F:1][C:2]1[CH:9]=[CH:8][CH:7]=[C:6]([F:10])[C:3]=1[C:4]#[N:5].C(N(CC)CC)C.O.[S-2:19].[Na+].[Na+].Cl. The catalyst is N1C=CC=CC=1. The product is [F:1][C:2]1[CH:9]=[CH:8][CH:7]=[C:6]([F:10])[C:3]=1[C:4](=[S:19])[NH2:5]. The yield is 0.760. (7) The reactants are [Cl:1][C:2]1[CH:7]=[CH:6][C:5]([C:8]2[N:12]([CH3:13])[CH:11]=[C:10]([C:14]([O:16]CC)=[O:15])[C:9]=2[CH3:19])=[CH:4][CH:3]=1.[OH-].[Na+].Cl. The catalyst is C(O)C.O. The product is [Cl:1][C:2]1[CH:7]=[CH:6][C:5]([C:8]2[N:12]([CH3:13])[CH:11]=[C:10]([C:14]([OH:16])=[O:15])[C:9]=2[CH3:19])=[CH:4][CH:3]=1. The yield is 0.680. (8) The reactants are [OH:1][C:2]1[CH:11]=[CH:10][C:5]2[C:6](=[O:9])[CH2:7][O:8][C:4]=2[CH:3]=1.[NH:12]1[C:20]2[C:15](=[CH:16][CH:17]=[CH:18][CH:19]=2)[C:14]([CH:21]=O)=[CH:13]1.Cl. The yield is 1.00. The product is [NH:12]1[C:20]2[C:15](=[CH:16][CH:17]=[CH:18][CH:19]=2)[C:14](/[CH:21]=[C:7]2\[O:8][C:4]3[CH:3]=[C:2]([OH:1])[CH:11]=[CH:10][C:5]=3[C:6]\2=[O:9])=[CH:13]1. The catalyst is C(O)C. (9) The product is [Br:1][C:2]1[CH:3]=[C:4]([C:8](=[O:23])[C:9]([C:10]2[CH:15]=[CH:14][CH:13]=[C:12]([Si:16]([CH3:17])([CH3:19])[CH3:18])[CH:11]=2)=[O:20])[CH:5]=[CH:6][CH:7]=1. The catalyst is [Pd](Cl)Cl. The yield is 0.870. The reactants are [Br:1][C:2]1[CH:3]=[C:4]([C:8]#[C:9][C:10]2[CH:11]=[C:12]([Si:16]([CH3:19])([CH3:18])[CH3:17])[CH:13]=[CH:14][CH:15]=2)[CH:5]=[CH:6][CH:7]=1.[OH2:20].CS(C)=[O:23].